From a dataset of Forward reaction prediction with 1.9M reactions from USPTO patents (1976-2016). Predict the product of the given reaction. (1) Given the reactants [N+:1]([C:4]1[CH:12]=[CH:11][CH:10]=[C:9]2[C:5]=1[CH:6]=[CH:7][NH:8]2)([O-:3])=[O:2].C([O-])([O-])=O.[K+].[K+].Br[CH2:20][C:21]([O:23][CH3:24])=[O:22], predict the reaction product. The product is: [N+:1]([C:4]1[CH:12]=[CH:11][CH:10]=[C:9]2[C:5]=1[CH:6]=[CH:7][N:8]2[CH2:20][C:21]([O:23][CH3:24])=[O:22])([O-:3])=[O:2]. (2) Given the reactants [Cl:1][C:2]1[CH:7]=[CH:6][C:5]([CH2:8][C:9]([C:11]2[CH:16]=[C:15]([CH3:17])[CH:14]=[C:13]([O:18][CH3:19])[CH:12]=2)=O)=[CH:4][N:3]=1.COC(OC)[N:23]([CH3:25])C.O.[NH2:29]N, predict the reaction product. The product is: [Cl:1][C:2]1[CH:7]=[CH:6][C:5]([C:8]2[C:9]([C:11]3[CH:16]=[C:15]([CH3:17])[CH:14]=[C:13]([O:18][CH3:19])[CH:12]=3)=[N:29][NH:23][CH:25]=2)=[CH:4][N:3]=1. (3) Given the reactants Br[C:2]1[CH:3]=[CH:4][C:5]([O:8][CH2:9][CH:10]2[CH2:15][CH2:14][N:13]([CH2:16][C:17]([F:20])([CH3:19])[CH3:18])[CH2:12][CH2:11]2)=[N:6][CH:7]=1.[CH2:21]([O:23][C:24]([C:26]1[CH:31]=[CH:30][C:29](B(O)O)=[CH:28][C:27]=1[F:35])=[O:25])[CH3:22].C([O-])([O-])=O.[Cs+].[Cs+], predict the reaction product. The product is: [F:35][C:27]1[CH:28]=[C:29]([C:2]2[CH:7]=[N:6][C:5]([O:8][CH2:9][CH:10]3[CH2:15][CH2:14][N:13]([CH2:16][C:17]([F:20])([CH3:19])[CH3:18])[CH2:12][CH2:11]3)=[CH:4][CH:3]=2)[CH:30]=[CH:31][C:26]=1[C:24]([O:23][CH2:21][CH3:22])=[O:25]. (4) Given the reactants [NH2:1][C:2]1[CH:36]=[CH:35][CH:34]=[CH:33][C:3]=1[NH:4][C:5](=O)[CH2:6][C:7]1[CH:12]=[CH:11][C:10]([NH:13][C:14]([C:16]2[C:17]([C:22]3[CH:27]=[CH:26][C:25]([C:28]([F:31])([F:30])[F:29])=[CH:24][CH:23]=3)=[CH:18][CH:19]=[CH:20][CH:21]=2)=[O:15])=[CH:9][CH:8]=1.Cl, predict the reaction product. The product is: [NH:4]1[C:3]2[CH:33]=[CH:34][CH:35]=[CH:36][C:2]=2[N:1]=[C:5]1[CH2:6][C:7]1[CH:12]=[CH:11][C:10]([NH:13][C:14]([C:16]2[C:17]([C:22]3[CH:27]=[CH:26][C:25]([C:28]([F:31])([F:30])[F:29])=[CH:24][CH:23]=3)=[CH:18][CH:19]=[CH:20][CH:21]=2)=[O:15])=[CH:9][CH:8]=1. (5) Given the reactants [NH2:1][CH:2]1[CH2:7][CH2:6][CH2:5][CH:4]([C:8]([O:10][CH3:11])=[O:9])[CH2:3]1.[C:12](=N)([C:19]1[CH:24]=[CH:23][CH:22]=[CH:21][CH:20]=1)[C:13]1[CH:18]=[CH:17][CH:16]=[CH:15][CH:14]=1, predict the reaction product. The product is: [C:13]1([C:12](=[N:1][CH:2]2[CH2:7][CH2:6][CH2:5][CH:4]([C:8]([O:10][CH3:11])=[O:9])[CH2:3]2)[C:19]2[CH:20]=[CH:21][CH:22]=[CH:23][CH:24]=2)[CH:18]=[CH:17][CH:16]=[CH:15][CH:14]=1. (6) Given the reactants [NH:1]1CCCCC1.[Cl:7][C:8]1[CH:31]=[CH:30][C:11]([C:12]([C:14]2[C:18]([NH:19][C@H](C(OC)=O)CC([O-])=O)=[CH:17][N:16]([CH3:29])[N:15]=2)=O)=[CH:10][CH:9]=1.[C:32]([OH:35])(=O)[CH3:33].[C:36]([O:39][CH2:40]C)(=[O:38])[CH3:37], predict the reaction product. The product is: [Cl:7][C:8]1[CH:31]=[CH:30][C:11]([C:12]2[C:14]3[C:18](=[CH:17][N:16]([CH3:29])[N:15]=3)[NH:19][C:32](=[O:35])[C@H:33]([CH2:37][C:36]([O:39][CH3:40])=[O:38])[N:1]=2)=[CH:10][CH:9]=1. (7) Given the reactants [NH2:1][C:2]1[CH:34]=[CH:33][C:5]([O:6][C:7]2[CH:12]=[CH:11][N:10]=[C:9]3[N:13](CC4C=CC(OC)=CC=4)[N:14]=[C:15]([NH:16][CH:17]4[CH2:22][CH2:21][N:20]([CH3:23])[CH2:19][CH2:18]4)[C:8]=23)=[C:4]([F:35])[CH:3]=1.[F:36][C:37]1[CH:42]=[CH:41][C:40]([N:43]2[C:48](=[O:49])[C:47]([C:50](O)=[O:51])=[CH:46][CH:45]=[N:44]2)=[CH:39][CH:38]=1.C([O-])(O)=O.[Na+], predict the reaction product. The product is: [F:35][C:4]1[CH:3]=[C:2]([NH:1][C:50]([C:47]2[C:48](=[O:49])[N:43]([C:40]3[CH:41]=[CH:42][C:37]([F:36])=[CH:38][CH:39]=3)[N:44]=[CH:45][CH:46]=2)=[O:51])[CH:34]=[CH:33][C:5]=1[O:6][C:7]1[CH:12]=[CH:11][N:10]=[C:9]2[NH:13][N:14]=[C:15]([NH:16][CH:17]3[CH2:22][CH2:21][N:20]([CH3:23])[CH2:19][CH2:18]3)[C:8]=12. (8) Given the reactants [OH:1][C:2]1[CH:7]=[CH:6][CH:5]=[CH:4][C:3]=1[CH2:8][C:9]([NH:11][CH3:12])=[O:10].[N+](C1C=C(S(O[CH2:26][C@@H:27]2[CH2:29][O:28]2)(=O)=O)C=CC=1)([O-])=O.C(=O)([O-])[O-].[Cs+].[Cs+], predict the reaction product. The product is: [CH3:12][NH:11][C:9](=[O:10])[CH2:8][C:3]1[CH:4]=[CH:5][CH:6]=[CH:7][C:2]=1[O:1][CH2:26][C@@H:27]1[CH2:29][O:28]1.